From a dataset of Catalyst prediction with 721,799 reactions and 888 catalyst types from USPTO. Predict which catalyst facilitates the given reaction. (1) Reactant: [CH3:1][O:2][C:3](=[O:22])[C:4]([S:13]([C:16]1[CH:21]=[CH:20][CH:19]=[CH:18][CH:17]=1)(=[O:15])=[O:14])([CH:6]1[CH2:11][CH2:10][CH2:9][C:8](=O)[CH2:7]1)[CH3:5].Cl.[Cl:24][C:25]1[N:30]=[CH:29][C:28]([NH:31]N)=[CH:27][CH:26]=1.C([O-])(O)=O.[Na+]. Product: [CH3:1][O:2][C:3](=[O:22])[C:4]([S:13]([C:16]1[CH:17]=[CH:18][CH:19]=[CH:20][CH:21]=1)(=[O:14])=[O:15])([CH:6]1[CH2:7][C:8]2[NH:31][C:28]3[CH:27]=[CH:26][C:25]([Cl:24])=[N:30][C:29]=3[C:9]=2[CH2:10][CH2:11]1)[CH3:5]. The catalyst class is: 15. (2) Reactant: C1(N)C(F)=C(F)C(F)=C(N)C=1F.Cl.Cl.[OH-].[Na+].[NH2:17][CH2:18][CH2:19][N:20]1[CH2:25][CH2:24][CH:23]([C@@H:26]2[CH2:35][C:34]3[C:29](=[CH:30][CH:31]=[C:32]([CH3:38])[C:33]=3[O:36][CH3:37])[C@H:28]([CH2:39][NH:40][CH:41]=[O:42])[O:27]2)[CH2:22][CH2:21]1.[F:43][C:44]1[CH:52]=[CH:51][C:47]([C:48](Cl)=[O:49])=[CH:46][CH:45]=1.C(O)C(N)(CO)CO. Product: [F:43][C:44]1[CH:52]=[CH:51][C:47]([C:48]([NH:17][CH2:18][CH2:19][N:20]2[CH2:25][CH2:24][CH:23]([C@@H:26]3[CH2:35][C:34]4[C:29](=[CH:30][CH:31]=[C:32]([CH3:38])[C:33]=4[O:36][CH3:37])[C@H:28]([CH2:39][NH:40][CH:41]=[O:42])[O:27]3)[CH2:22][CH2:21]2)=[O:49])=[CH:46][CH:45]=1. The catalyst class is: 452. (3) Reactant: [CH3:1][O:2][C:3](=O)[CH2:4][NH:5][C:6](=O)[C:7]([O:9][CH2:10][CH3:11])=[O:8].P12(SP3(SP(SP(S3)(S1)=S)(=S)S2)=S)=[S:15].C(Cl)Cl. Product: [CH3:1][O:2][C:3]1[S:15][C:6]([C:7]([O:9][CH2:10][CH3:11])=[O:8])=[N:5][CH:4]=1. The catalyst class is: 22. (4) Reactant: CS(O[CH2:6][C@H:7]1[CH2:11][CH2:10][C:9](=[O:12])[N:8]1[CH3:13])(=O)=O.C1COCC1.[N-:19]=[N+:20]=[N-:21].[Na+].[OH-].[Na+]. Product: [N+:20]([N-:21][CH2:6][C@H:7]1[CH2:11][CH2:10][C:9](=[O:12])[N:8]1[CH3:13])#[N:19]. The catalyst class is: 6. (5) Reactant: Cl.[CH2:2]([O:4][C:5](=[O:8])[CH2:6][NH2:7])[CH3:3].S([O-])([O-])(=O)=O.[Mg+2].[CH:15](=O)[C:16]1[CH:21]=[CH:20][CH:19]=[CH:18][CH:17]=1.C([N:25](CC)CC)C. Product: [CH2:2]([O:4][C:5](=[O:8])[CH:6]([N:25]=[CH:15][C:16]1[CH:21]=[CH:20][CH:19]=[CH:18][CH:17]=1)[NH2:7])[CH3:3]. The catalyst class is: 10.